Dataset: Reaction yield outcomes from USPTO patents with 853,638 reactions. Task: Predict the reaction yield, written as a fraction of the theoretical maximum amount of product (1.0 means a 100% yield; for example, 0.34 means a 34% yield). (1) The reactants are [Li+].CC([N-]C(C)C)C.[O:9]1C=C[CH:11]=[C:10]1[C:14]1[N:22]=[CH:21][N:20]=[C:19]2[C:15]=1[N:16]=[CH:17][N:18]2[CH2:23][C:24]1[CH:29]=[CH:28][C:27]([O:30][CH3:31])=[CH:26][CH:25]=1.[Cl:32][C:33](Cl)(Cl)[C:34](Cl)(Cl)Cl.[NH4+].[Cl-:41]. The catalyst is C1COCC1. The product is [Cl:41][C:17]1[N:18]([CH2:23][C:24]2[CH:29]=[CH:28][C:27]([O:30][CH3:31])=[CH:26][CH:25]=2)[C:19]2[C:15]([N:16]=1)=[C:14]([C:10]1[O:9][C:33]([Cl:32])=[CH:34][CH:11]=1)[N:22]=[CH:21][N:20]=2. The yield is 0.150. (2) The product is [Cl:14][C:10]1[N:9]([CH2:12][CH3:13])[N:8]=[CH:7][C:6]=1[N+:3]([O-:5])=[O:4]. The yield is 0.822. The reactants are [H-].[Na+].[N+:3]([C:6]1[CH:7]=[N:8][NH:9][CH:10]=1)([O-:5])=[O:4].I[CH2:12][CH3:13].[Cl-:14].[NH4+]. The catalyst is CN(C=O)C. (3) The reactants are [Br:1][C:2]1[CH:7]=[CH:6][C:5]([C:8]([CH3:12])([CH3:11])[CH2:9][OH:10])=[C:4]([O:13]C)[CH:3]=1.B(Br)(Br)Br. The catalyst is ClCCl. The product is [Br:1][C:2]1[CH:7]=[CH:6][C:5]([C:8]([CH3:12])([CH3:11])[CH2:9][OH:10])=[C:4]([OH:13])[CH:3]=1. The yield is 0.320.